Predict the reaction yield, written as a fraction of the theoretical maximum amount of product (1.0 means a 100% yield; for example, 0.34 means a 34% yield). From a dataset of Reaction yield outcomes from USPTO patents with 853,638 reactions. (1) The reactants are [C:1]([NH:4][CH2:5][C:6]([OH:8])=O)(=[O:3])[CH3:2].C1(P(C2C=CC=CC=2)C2C=CC=CC=2)C=CC=CC=1.C(Br)(Br)(Br)Br.[CH3:33][S:34]([C:37]1[CH:38]=[C:39]([C:43]2[N:48]3[N:49]=[C:50]([NH2:52])[N:51]=[C:47]3[CH:46]=[CH:45][CH:44]=2)[CH:40]=[CH:41][CH:42]=1)(=[O:36])=[O:35].C(=O)(O)[O-].[Na+]. The catalyst is N1C=CC=CC=1.CO.C(Cl)(Cl)Cl. The product is [C:1]([NH:4][CH2:5][C:6]([NH:52][C:50]1[N:51]=[C:47]2[CH:46]=[CH:45][CH:44]=[C:43]([C:39]3[CH:40]=[CH:41][CH:42]=[C:37]([S:34]([CH3:33])(=[O:36])=[O:35])[CH:38]=3)[N:48]2[N:49]=1)=[O:8])(=[O:3])[CH3:2]. The yield is 0.780. (2) The reactants are [F:1][C:2]([F:14])([F:13])[CH:3]([O:7][C:8](=[O:12])[C:9]([CH3:11])=[CH2:10])[C:4]([OH:6])=[O:5].C1CCC(N=C=NC2CCCCC2)CC1.[F:30][C:31]([F:35])([F:34])[CH2:32]O.Cl. The yield is 0.600. The catalyst is CN(C1C=CN=CC=1)C.ClCCl.C(OCC)(=O)C. The product is [C:8]([O:7][CH:3]([C:4](=[O:6])[O:5][CH2:32][C:31]([F:35])([F:34])[F:30])[C:2]([F:13])([F:14])[F:1])(=[O:12])[C:9]([CH3:11])=[CH2:10]. (3) The reactants are [CH2:1]([O:8][C:9]1[CH:10]=[CH:11][C:12]([C@@H:20]([O:54][Si:55]([C:58]([CH3:61])([CH3:60])[CH3:59])([CH3:57])[CH3:56])[CH2:21][N:22]([C:47]([O:49][C:50]([CH3:53])([CH3:52])[CH3:51])=[O:48])[CH2:23][CH2:24][CH2:25][CH2:26][CH2:27][O:28][C:29]2[CH:34]=[CH:33][C:32]([C:35]([OH:46])([C:40]3[CH:45]=[CH:44][CH:43]=[CH:42][CH:41]=3)[C:36]([O:38]C)=[O:37])=[CH:31][CH:30]=2)=[C:13]2[C:18]=1[NH:17][C:16](=[O:19])[CH:15]=[CH:14]2)[C:2]1[CH:7]=[CH:6][CH:5]=[CH:4][CH:3]=1.[Li+].[OH-]. No catalyst specified. The product is [CH2:1]([O:8][C:9]1[CH:10]=[CH:11][C:12]([C@@H:20]([O:54][Si:55]([C:58]([CH3:61])([CH3:60])[CH3:59])([CH3:56])[CH3:57])[CH2:21][N:22]([C:47]([O:49][C:50]([CH3:53])([CH3:51])[CH3:52])=[O:48])[CH2:23][CH2:24][CH2:25][CH2:26][CH2:27][O:28][C:29]2[CH:30]=[CH:31][C:32]([C:35]([OH:46])([C:40]3[CH:45]=[CH:44][CH:43]=[CH:42][CH:41]=3)[C:36]([OH:38])=[O:37])=[CH:33][CH:34]=2)=[C:13]2[C:18]=1[NH:17][C:16](=[O:19])[CH:15]=[CH:14]2)[C:2]1[CH:7]=[CH:6][CH:5]=[CH:4][CH:3]=1. The yield is 0.840. (4) The reactants are [CH3:1][C:2]1([CH3:23])[CH:7]2[CH2:8][CH:3]1[CH2:4][CH2:5][CH:6]2[CH2:9][CH2:10][O:11][C:12]1[CH:17]=[CH:16][C:15]([C:18]#[C:19][CH2:20][CH2:21][OH:22])=[CH:14][CH:13]=1.CC1(C)C2CC1CCC2NS(C1C=CC(C#CCCO)=CC=1)(=O)=O. No catalyst specified. The product is [CH3:1][C:2]1([CH3:23])[CH:7]2[CH2:8][CH:3]1[CH2:4][CH2:5][CH:6]2[CH2:9][CH2:10][O:11][C:12]1[CH:17]=[CH:16][C:15]([CH2:18][CH2:19][CH2:20][CH2:21][OH:22])=[CH:14][CH:13]=1. The yield is 0.990. (5) The yield is 0.910. The product is [F:13][C:12]1[C:2]([NH:15][CH:16]2[CH2:21][CH2:20][CH:19]([OH:22])[CH2:18][CH2:17]2)=[C:3]([CH:9]=[C:10]([I:14])[CH:11]=1)[C:4]([N:6]([CH3:8])[CH3:7])=[O:5]. The catalyst is Cl.ClCCl. The reactants are F[C:2]1[C:12]([F:13])=[CH:11][C:10]([I:14])=[CH:9][C:3]=1[C:4]([N:6]([CH3:8])[CH3:7])=[O:5].[NH2:15][C@H:16]1[CH2:21][CH2:20][C@H:19]([OH:22])[CH2:18][CH2:17]1.